Dataset: Forward reaction prediction with 1.9M reactions from USPTO patents (1976-2016). Task: Predict the product of the given reaction. Given the reactants [CH3:1][C:2]1[CH:7]=[CH:6][C:5]([C:8]2[CH:13]=[C:12]([CH:14]([OH:19])[C:15]([F:18])([F:17])[F:16])[CH:11]=[C:10]([C:20]([OH:22])=O)[CH:9]=2)=[CH:4][CH:3]=1.C1C=NC2N(O)N=NC=2C=1.CCN(C(C)C)C(C)C.[F:42][C:43]([F:47])([F:46])[CH2:44][NH2:45].C(Cl)CCl.C([O-])(O)=O.[Na+].[Li+].[Cl-], predict the reaction product. The product is: [CH3:1][C:2]1[CH:7]=[CH:6][C:5]([C:8]2[CH:13]=[C:12]([CH:14]([OH:19])[C:15]([F:16])([F:18])[F:17])[CH:11]=[C:10]([C:20]([NH:45][CH2:44][C:43]([F:47])([F:46])[F:42])=[O:22])[CH:9]=2)=[CH:4][CH:3]=1.